Dataset: Ames mutagenicity test results for genotoxicity prediction. Task: Regression/Classification. Given a drug SMILES string, predict its toxicity properties. Task type varies by dataset: regression for continuous values (e.g., LD50, hERG inhibition percentage) or binary classification for toxic/non-toxic outcomes (e.g., AMES mutagenicity, cardiotoxicity, hepatotoxicity). Dataset: ames. The molecule is CCCCCCCCCCCCCN1CC(C)OC(C)C1. The result is 0 (non-mutagenic).